The task is: Predict the reaction yield, written as a fraction of the theoretical maximum amount of product (1.0 means a 100% yield; for example, 0.34 means a 34% yield).. This data is from Reaction yield outcomes from USPTO patents with 853,638 reactions. (1) The reactants are C1(P(C2C=CC=CC=2)C2C=CC=CC=2)C=CC=CC=1.N(C(OCC)=O)=NC(OCC)=O.[OH:32][C@H:33]([C:54]1[CH:59]=[CH:58][CH:57]=[CH:56][CH:55]=1)[CH2:34][CH2:35][N:36]1[CH2:41][CH2:40][CH:39]([C:42]2[CH:43]=[C:44]([NH:48][C:49](=[O:53])[CH:50]([CH3:52])[CH3:51])[CH:45]=[CH:46][CH:47]=2)[CH2:38][CH2:37]1.[CH3:60][O:61][C:62]1[CH:63]=[C:64](O)[CH:65]=[CH:66][C:67]=1[O:68][CH3:69]. The catalyst is C1COCC1. The product is [CH3:60][O:61][C:62]1[CH:63]=[C:64]([CH:65]=[CH:66][C:67]=1[O:68][CH3:69])[O:32][C@@H:33]([C:54]1[CH:55]=[CH:56][CH:57]=[CH:58][CH:59]=1)[CH2:34][CH2:35][N:36]1[CH2:41][CH2:40][CH:39]([C:42]2[CH:43]=[C:44]([NH:48][C:49](=[O:53])[CH:50]([CH3:52])[CH3:51])[CH:45]=[CH:46][CH:47]=2)[CH2:38][CH2:37]1. The yield is 0.341. (2) The reactants are Cl[C:2]1[N:3]=[N:4][C:5]([N:10]2[CH2:15][CH2:14][NH:13][C@H:12]([CH3:16])[CH2:11]2)=[C:6]([CH3:9])[C:7]=1[CH3:8].[Br-].[CH2:18]([Zn+])[C:19]1[CH:24]=[CH:23][CH:22]=[CH:21][CH:20]=1. The catalyst is C1C=CC([P]([Pd]([P](C2C=CC=CC=2)(C2C=CC=CC=2)C2C=CC=CC=2)([P](C2C=CC=CC=2)(C2C=CC=CC=2)C2C=CC=CC=2)[P](C2C=CC=CC=2)(C2C=CC=CC=2)C2C=CC=CC=2)(C2C=CC=CC=2)C2C=CC=CC=2)=CC=1. The product is [CH2:18]([C:2]1[N:3]=[N:4][C:5]([N:10]2[CH2:15][CH2:14][NH:13][C@H:12]([CH3:16])[CH2:11]2)=[C:6]([CH3:9])[C:7]=1[CH3:8])[C:19]1[CH:24]=[CH:23][CH:22]=[CH:21][CH:20]=1. The yield is 0.660.